From a dataset of Catalyst prediction with 721,799 reactions and 888 catalyst types from USPTO. Predict which catalyst facilitates the given reaction. (1) The catalyst class is: 118. Product: [Cl:1][C:2]1[CH:10]=[C:9]2[C:5]([C:6]([C:20]#[N:21])=[C:7]([C:12]3[CH:13]=[N:14][CH:15]=[C:16]([CH2:18][NH:22][CH:23]4[CH2:28][CH2:27][N:26]([CH3:29])[CH2:25][CH2:24]4)[CH:17]=3)[N:8]2[CH3:11])=[CH:4][CH:3]=1. Reactant: [Cl:1][C:2]1[CH:10]=[C:9]2[C:5]([C:6]([C:20]#[N:21])=[C:7]([C:12]3[CH:13]=[N:14][CH:15]=[C:16]([CH:18]=O)[CH:17]=3)[N:8]2[CH3:11])=[CH:4][CH:3]=1.[NH2:22][CH:23]1[CH2:28][CH2:27][N:26]([CH3:29])[CH2:25][CH2:24]1.[BH3-]C#N.[Na+].C(=O)C1C=CC=CC=1. (2) Reactant: Cl.[F:2][C:3]1[CH:4]=[N:5][C:6]([C@@H:9]([NH2:11])[CH3:10])=[N:7][CH:8]=1.[Cl:12][C:13]1[N:18]=[C:17](Cl)[N:16]=[C:15]([NH:20][C:21]2[N:22]=[CH:23][N:24]([CH:26]3[CH2:28][CH2:27]3)[CH:25]=2)[N:14]=1. Product: [Cl:12][C:13]1[N:14]=[C:15]([NH:20][C:21]2[N:22]=[CH:23][N:24]([CH:26]3[CH2:28][CH2:27]3)[CH:25]=2)[N:16]=[C:17]([NH:11][C@H:9]([C:6]2[N:7]=[CH:8][C:3]([F:2])=[CH:4][N:5]=2)[CH3:10])[N:18]=1. The catalyst class is: 25. (3) Reactant: [H-].[Na+].[N+:3]([C:6]1[CH:11]=[CH:10][C:9]([NH:12][C:13](=[O:19])[O:14][C:15]([CH3:18])([CH3:17])[CH3:16])=[CH:8][CH:7]=1)([O-:5])=[O:4].[CH3:20]I. Product: [CH3:20][N:12]([C:9]1[CH:8]=[CH:7][C:6]([N+:3]([O-:5])=[O:4])=[CH:11][CH:10]=1)[C:13](=[O:19])[O:14][C:15]([CH3:16])([CH3:18])[CH3:17]. The catalyst class is: 1. (4) Reactant: [C:1]([O:5][C:6]([NH:8][C:9](=[N:20][C:21]([O:23][C:24]([CH3:27])([CH3:26])[CH3:25])=[O:22])[NH:10][C:11]1[CH:19]=[CH:18][C:14]([C:15]([OH:17])=[O:16])=[CH:13][CH:12]=1)=[O:7])([CH3:4])([CH3:3])[CH3:2].Cl.CN(C)CCCN=C=NCC.O[C:41]1[CH:46]=[CH:45][C:44]([CH2:47][CH2:48][CH2:49][C:50]([O:52][CH2:53][C:54]2[CH:59]=[CH:58][CH:57]=[CH:56][CH:55]=2)=[O:51])=[CH:43][CH:42]=1.Cl. Product: [C:24]([O:23][C:21]([NH:20][C:9](=[N:8][C:6]([O:5][C:1]([CH3:4])([CH3:3])[CH3:2])=[O:7])[NH:10][C:11]1[CH:19]=[CH:18][C:14]([C:15]([O:17][C:41]2[CH:42]=[CH:43][C:44]([CH2:47][CH2:48][CH2:49][C:50]([O:52][CH2:53][C:54]3[CH:59]=[CH:58][CH:57]=[CH:56][CH:55]=3)=[O:51])=[CH:45][CH:46]=2)=[O:16])=[CH:13][CH:12]=1)=[O:22])([CH3:27])([CH3:26])[CH3:25]. The catalyst class is: 154. (5) Reactant: [NH2:1][C:2](=[O:34])[C:3]([NH:6][C:7](=O)[C:8]1[CH:13]=[CH:12][CH:11]=[C:10]([C:14]2[C:23]3[C:18](=[CH:19][C:20]([O:29]C)=[C:21]4[O:26][C:25]([CH3:28])([CH3:27])[CH2:24][C:22]4=3)[CH2:17][C:16]([CH3:32])([CH3:31])[N:15]=2)[CH:9]=1)([CH3:5])[CH3:4].ClC(Cl)(Cl)C(Cl)=O.[Cl-].[Al+3].[Cl-].[Cl-].[OH-].[Na+]. Product: [OH:29][C:20]1[CH:19]=[C:18]2[C:23](=[C:22]3[CH2:24][C:25]([CH3:28])([CH3:27])[O:26][C:21]=13)[C:14]([C:10]1[CH:9]=[C:8]([C:7]3[NH:6][C:3]([CH3:4])([CH3:5])[C:2](=[O:34])[N:1]=3)[CH:13]=[CH:12][CH:11]=1)=[N:15][C:16]([CH3:31])([CH3:32])[CH2:17]2. The catalyst class is: 26.